Task: Regression. Given two drug SMILES strings and cell line genomic features, predict the synergy score measuring deviation from expected non-interaction effect.. Dataset: NCI-60 drug combinations with 297,098 pairs across 59 cell lines (1) Cell line: OVCAR-5. Drug 2: N.N.Cl[Pt+2]Cl. Drug 1: CC1CCC2CC(C(=CC=CC=CC(CC(C(=O)C(C(C(=CC(C(=O)CC(OC(=O)C3CCCCN3C(=O)C(=O)C1(O2)O)C(C)CC4CCC(C(C4)OC)OCCO)C)C)O)OC)C)C)C)OC. Synergy scores: CSS=43.3, Synergy_ZIP=-5.89, Synergy_Bliss=-0.198, Synergy_Loewe=2.22, Synergy_HSA=2.36. (2) Drug 1: CCC1(CC2CC(C3=C(CCN(C2)C1)C4=CC=CC=C4N3)(C5=C(C=C6C(=C5)C78CCN9C7C(C=CC9)(C(C(C8N6C=O)(C(=O)OC)O)OC(=O)C)CC)OC)C(=O)OC)O.OS(=O)(=O)O. Drug 2: COCCOC1=C(C=C2C(=C1)C(=NC=N2)NC3=CC=CC(=C3)C#C)OCCOC.Cl. Cell line: HCT-15. Synergy scores: CSS=-12.9, Synergy_ZIP=9.90, Synergy_Bliss=8.19, Synergy_Loewe=-8.57, Synergy_HSA=-7.46. (3) Synergy scores: CSS=33.0, Synergy_ZIP=-6.35, Synergy_Bliss=-0.879, Synergy_Loewe=-66.9, Synergy_HSA=1.32. Cell line: MDA-MB-231. Drug 1: CCC1=CC2CC(C3=C(CN(C2)C1)C4=CC=CC=C4N3)(C5=C(C=C6C(=C5)C78CCN9C7C(C=CC9)(C(C(C8N6C)(C(=O)OC)O)OC(=O)C)CC)OC)C(=O)OC.C(C(C(=O)O)O)(C(=O)O)O. Drug 2: CCCCCOC(=O)NC1=NC(=O)N(C=C1F)C2C(C(C(O2)C)O)O. (4) Drug 1: C1CC(=O)NC(=O)C1N2CC3=C(C2=O)C=CC=C3N. Drug 2: CCCS(=O)(=O)NC1=C(C(=C(C=C1)F)C(=O)C2=CNC3=C2C=C(C=N3)C4=CC=C(C=C4)Cl)F. Cell line: HOP-92. Synergy scores: CSS=0.150, Synergy_ZIP=-1.43, Synergy_Bliss=-0.909, Synergy_Loewe=-2.15, Synergy_HSA=-1.99. (5) Drug 1: C1CN1P(=S)(N2CC2)N3CC3. Drug 2: CCC1(CC2CC(C3=C(CCN(C2)C1)C4=CC=CC=C4N3)(C5=C(C=C6C(=C5)C78CCN9C7C(C=CC9)(C(C(C8N6C=O)(C(=O)OC)O)OC(=O)C)CC)OC)C(=O)OC)O.OS(=O)(=O)O. Cell line: ACHN. Synergy scores: CSS=16.8, Synergy_ZIP=-0.571, Synergy_Bliss=1.18, Synergy_Loewe=-1.70, Synergy_HSA=0.148.